Dataset: Catalyst prediction with 721,799 reactions and 888 catalyst types from USPTO. Task: Predict which catalyst facilitates the given reaction. (1) Reactant: [C:1]1([CH2:7][C:8]([NH:10][C:11]([NH:13][C:14]2[CH:19]=[CH:18][C:17]([O:20][C:21]3[N:29]=[CH:28][N:27]=[C:26]4[C:22]=3[N:23]=[CH:24][N:25]4C3CCCCO3)=[CH:16][CH:15]=2)=[S:12])=[O:9])[CH:6]=[CH:5][CH:4]=[CH:3][CH:2]=1.Cl.CCOCC. Product: [C:1]1([CH2:7][C:8]([NH:10][C:11]([NH:13][C:14]2[CH:15]=[CH:16][C:17]([O:20][C:21]3[N:29]=[CH:28][N:27]=[C:26]4[C:22]=3[N:23]=[CH:24][NH:25]4)=[CH:18][CH:19]=2)=[S:12])=[O:9])[CH:6]=[CH:5][CH:4]=[CH:3][CH:2]=1. The catalyst class is: 12. (2) Reactant: Cl[C:2]1C=C(N)C=CN=1.[Br:9][C:10]1[N:15]=[C:14]([NH:16][C:17]2[CH:22]=[CH:21][N:20]=[C:19]([Cl:23])[CH:18]=2)[C:13]([N+:24]([O-])=O)=[CH:12][CH:11]=1.BrC1C([N+]([O-])=O)=CC=C(Br)N=1.C(N(CC)CC)C. Product: [Br:9][C:10]1[N:15]=[C:14]2[N:16]([C:17]3[CH:22]=[CH:21][N:20]=[C:19]([Cl:23])[CH:18]=3)[CH:2]=[N:24][C:13]2=[CH:12][CH:11]=1. The catalyst class is: 41. (3) Reactant: C(OC([N:8]1[CH2:13][CH2:12][N:11]([C:14]([C:16]2[C:24]3[C:19](=[CH:20][C:21]([O:25][CH2:26][C:27]([O:29]C(C)(C)C)=[O:28])=[CH:22][CH:23]=3)[N:18]([C:34]3[CH:39]=[CH:38][CH:37]=[CH:36][CH:35]=3)[C:17]=2[O:40][C:41]2[CH:46]=[C:45]([F:47])[CH:44]=[CH:43][C:42]=2[CH3:48])=[O:15])[CH2:10][CH2:9]1)=O)(C)(C)C.C(O)(C(F)(F)F)=O. Product: [F:47][C:45]1[CH:44]=[CH:43][C:42]([CH3:48])=[C:41]([CH:46]=1)[O:40][C:17]1[N:18]([C:34]2[CH:35]=[CH:36][CH:37]=[CH:38][CH:39]=2)[C:19]2[C:24]([C:16]=1[C:14]([N:11]1[CH2:10][CH2:9][NH:8][CH2:13][CH2:12]1)=[O:15])=[CH:23][CH:22]=[C:21]([O:25][CH2:26][C:27]([OH:29])=[O:28])[CH:20]=2. The catalyst class is: 2. (4) Reactant: Cl.C([O:4][C:5](=[O:24])[C@@H:6]([CH3:23])[CH2:7][C@H:8]([NH2:22])[CH2:9][C:10]1[CH:15]=[CH:14][C:13]([C:16]2[CH:21]=[CH:20][CH:19]=[CH:18][CH:17]=2)=[CH:12][CH:11]=1)C.C(OC(=O)[C@H](C)C[C@H:31]([N:45]1[C:49](=O)[CH2:48][CH2:47][C:46]1=O)CC1C=CC(C2C=CC=CC=2)=CC=1)C. Product: [C:13]1([C:16]2[CH:21]=[CH:20][CH:19]=[CH:18][CH:17]=2)[CH:14]=[CH:15][C:10]([CH2:9][C@H:8]2[NH:22][C:5](=[O:4])[C@@H:6]([CH3:23])[CH2:7]2)=[CH:11][CH:12]=1.[C:13]1([C:16]2[CH:17]=[CH:18][CH:19]=[CH:20][CH:21]=2)[CH:12]=[CH:11][C:10]([CH2:9][C@H:8]2[N:22]([CH2:31][N:45]3[CH2:49][CH2:48][CH2:47][CH2:46]3)[C:5](=[O:24])[C@H:6]([CH3:23])[CH2:7]2)=[CH:15][CH:14]=1. The catalyst class is: 480. (5) The catalyst class is: 201. Product: [CH3:25][N:2]([CH3:1])[C:3]1([C:19]2[CH:20]=[CH:21][CH:22]=[CH:23][CH:24]=2)[CH2:4][CH2:5][CH:6]([C:9]2[NH:10][C:11]3[C:16]([C:17]=2[CH3:18])=[CH:15][CH:14]=[CH:13][CH:12]=3)[CH2:7][CH2:8]1. Reactant: [CH3:1][N:2]([CH3:25])[C:3]1([C:19]2[CH:24]=[CH:23][CH:22]=[CH:21][CH:20]=2)[CH2:8][CH2:7][C:6]([C:9]2[NH:10][C:11]3[C:16]([C:17]=2[CH3:18])=[CH:15][CH:14]=[CH:13][CH:12]=3)=[CH:5][CH2:4]1. (6) Reactant: Cl.Cl.[NH:3]1[CH2:8][CH2:7][CH:6]([N:9]2[C:17]3[C:12](=[N:13][CH:14]=[CH:15][CH:16]=3)[NH:11][C:10]2=[O:18])[CH2:5][CH2:4]1.Cl[C:20]1[N:25]=[CH:24][N:23]=[C:22]([C:26]([C:28]2[CH:39]=[C:38]([CH3:40])[C:31]3[N:32]([CH2:36][CH3:37])[C:33](=[O:35])[O:34][C:30]=3[CH:29]=2)=[O:27])[CH:21]=1.CCN(C(C)C)C(C)C. Product: [CH2:36]([N:32]1[C:31]2[C:38]([CH3:40])=[CH:39][C:28]([C:26]([C:22]3[N:23]=[CH:24][N:25]=[C:20]([N:3]4[CH2:4][CH2:5][CH:6]([N:9]5[C:17]6[C:12](=[N:13][CH:14]=[CH:15][CH:16]=6)[NH:11][C:10]5=[O:18])[CH2:7][CH2:8]4)[CH:21]=3)=[O:27])=[CH:29][C:30]=2[O:34][C:33]1=[O:35])[CH3:37]. The catalyst class is: 3. (7) Reactant: Br[C:2]1[CH:3]=[C:4]2[C:8](=[C:9]([C:11]([NH2:13])=[O:12])[CH:10]=1)[NH:7][CH:6]=[C:5]2[CH:14]1[CH2:19][CH2:18][N:17]([S:20]([CH2:23][CH3:24])(=[O:22])=[O:21])[CH2:16][CH2:15]1.C(=O)([O-])[O-].[K+].[K+].S(O)(O)(=O)=O.[NH2:36][C:37]1[CH:38]=[C:39](B(O)O)[CH:40]=[CH:41][CH:42]=1.C(OCC)(=O)C. Product: [NH2:36][C:37]1[CH:42]=[C:41]([C:2]2[CH:3]=[C:4]3[C:8](=[C:9]([C:11]([NH2:13])=[O:12])[CH:10]=2)[NH:7][CH:6]=[C:5]3[CH:14]2[CH2:15][CH2:16][N:17]([S:20]([CH2:23][CH3:24])(=[O:22])=[O:21])[CH2:18][CH2:19]2)[CH:40]=[CH:39][CH:38]=1. The catalyst class is: 127. (8) Reactant: [O:1]1[C:5]2[CH:6]=[CH:7][CH:8]=[CH:9][C:4]=2[CH2:3][CH2:2]1.[Br:10]N1C(=O)CCC1=O.O. Product: [Br:10][C:8]1[CH:7]=[CH:6][C:5]2[O:1][CH2:2][CH2:3][C:4]=2[CH:9]=1. The catalyst class is: 10.